From a dataset of Peptide-MHC class I binding affinity with 185,985 pairs from IEDB/IMGT. Regression. Given a peptide amino acid sequence and an MHC pseudo amino acid sequence, predict their binding affinity value. This is MHC class I binding data. (1) The peptide sequence is AEVVPGFQAL. The MHC is H-2-Kk with pseudo-sequence H-2-Kk. The binding affinity (normalized) is 0. (2) The peptide sequence is VYFVLTDRF. The MHC is HLA-A68:02 with pseudo-sequence HLA-A68:02. The binding affinity (normalized) is 0.344.